The task is: Regression. Given a peptide amino acid sequence and an MHC pseudo amino acid sequence, predict their binding affinity value. This is MHC class I binding data.. This data is from Peptide-MHC class I binding affinity with 185,985 pairs from IEDB/IMGT. (1) The peptide sequence is SLNQTVHSL. The MHC is H-2-Db with pseudo-sequence H-2-Db. The binding affinity (normalized) is 0. (2) The peptide sequence is ILYMLSWGK. The MHC is HLA-B15:01 with pseudo-sequence HLA-B15:01. The binding affinity (normalized) is 0.0847. (3) The peptide sequence is LARETGADL. The MHC is HLA-B07:02 with pseudo-sequence HLA-B07:02. The binding affinity (normalized) is 0.494. (4) The peptide sequence is FDYLELDTI. The MHC is Mamu-B01 with pseudo-sequence Mamu-B01. The binding affinity (normalized) is 1.00. (5) The peptide sequence is TLMNVITLV. The MHC is HLA-A68:01 with pseudo-sequence HLA-A68:01. The binding affinity (normalized) is 0.184. (6) The peptide sequence is SSTCMMCYK. The MHC is HLA-A68:01 with pseudo-sequence HLA-A68:01. The binding affinity (normalized) is 0.653. (7) The peptide sequence is SLVKHHMYV. The MHC is HLA-A02:01 with pseudo-sequence HLA-A02:01. The binding affinity (normalized) is 0.808.